From a dataset of Forward reaction prediction with 1.9M reactions from USPTO patents (1976-2016). Predict the product of the given reaction. (1) Given the reactants [CH2:1]([CH:3]([CH2:6][CH2:7][CH2:8][CH3:9])[CH2:4][OH:5])C.[C:10]([O-:13])([O-:12])=O.[Na+].[Na+].C([OH:20])CCC, predict the reaction product. The product is: [C:4]([OH:5])(=[O:20])[C:3]1[CH:1]=[CH:9][C:8]([C:10]([OH:13])=[O:12])=[CH:7][CH:6]=1. (2) Given the reactants [H-].[Al+3].[Li+].[H-].[H-].[H-].C(OC(=O)CO[N:13]([C:20]1[CH:25]=[CH:24][CH:23]=[CH:22][C:21]=1[O:26][CH3:27])[CH2:14][C:15]([O:17]CC)=O)C.N.[O:30]1CC[CH2:32][CH2:31]1, predict the reaction product. The product is: [CH3:27][O:26][C:21]1[CH:22]=[CH:23][CH:24]=[CH:25][C:20]=1[N:13]([CH2:14][CH2:15][OH:17])[CH2:32][CH2:31][OH:30]. (3) Given the reactants [Cl:1][C:2]1[CH:3]=[C:4]([CH:7]=[CH:8][C:9]=1[OH:10])[CH:5]=[O:6].[C:11]([O-])([O-])=O.[K+].[K+].CI, predict the reaction product. The product is: [Cl:1][C:2]1[CH:3]=[C:4]([CH:7]=[CH:8][C:9]=1[O:10][CH3:11])[CH:5]=[O:6]. (4) The product is: [CH3:16][N:7]1[C:6]([C:8]#[N:9])=[C:5]([C:10]#[N:11])[N:4]=[C:3]1[CH:1]=[CH2:2]. Given the reactants [CH:1]([C:3]1[NH:4][C:5]([C:10]#[N:11])=[C:6]([C:8]#[N:9])[N:7]=1)=[CH2:2].S(OC)(O[CH3:16])(=O)=O, predict the reaction product. (5) Given the reactants [CH3:1][NH:2][C:3]([C:5]1[CH:13]=[C:12]2[C:8]([CH:9]=[CH:10][N:11]2[CH:14]2[CH2:19][CH2:18][N:17](C(OCC3C=CC=CC=3)=O)[CH2:16][CH2:15]2)=[CH:7][CH:6]=1)=[O:4], predict the reaction product. The product is: [CH3:1][NH:2][C:3]([C:5]1[CH:13]=[C:12]2[C:8]([CH:9]=[CH:10][N:11]2[CH:14]2[CH2:19][CH2:18][NH:17][CH2:16][CH2:15]2)=[CH:7][CH:6]=1)=[O:4]. (6) Given the reactants C[O:2][C:3]([C:5]1[CH:6]=[C:7]([C:14]2[CH:19]=[C:18]([O:20][CH3:21])[CH:17]=[CH:16][C:15]=2[F:22])[C:8]([CH:11]2[CH2:13][CH2:12]2)=[CH:9][CH:10]=1)=O.[H-].[Al+3].[Li+].[H-].[H-].[H-], predict the reaction product. The product is: [CH:11]1([C:8]2[C:7]([C:14]3[CH:19]=[C:18]([O:20][CH3:21])[CH:17]=[CH:16][C:15]=3[F:22])=[CH:6][C:5]([CH2:3][OH:2])=[CH:10][CH:9]=2)[CH2:12][CH2:13]1. (7) Given the reactants [N:1]1[C:14]2[C:5](=[C:6]([NH:15][C:16]([CH2:18][CH2:19][CH2:20][CH2:21][CH2:22][CH2:23][CH2:24][CH2:25][C:26](O)=[O:27])=[O:17])[CH:7]=[C:8]3[C:13]=2[N:12]=[CH:11][CH:10]=[CH:9]3)[CH:4]=[CH:3][CH:2]=1.[CH3:29][C:30]1([CH3:38])[CH2:37][C:35](=[O:36])[CH2:34][C:32](=[O:33])[CH2:31]1.C1(N=C=NC2CCCCC2)CCCCC1, predict the reaction product. The product is: [N:1]1[C:14]2[C:5](=[C:6]([NH:15][C:16](=[O:17])[CH2:18][CH2:19][CH2:20][CH2:21][CH2:22][CH2:23][CH2:24][CH2:25][C:26](=[C:34]3[C:32](=[O:33])[CH2:31][C:30]([CH3:38])([CH3:29])[CH2:37][C:35]3=[O:36])[OH:27])[CH:7]=[C:8]3[C:13]=2[N:12]=[CH:11][CH:10]=[CH:9]3)[CH:4]=[CH:3][CH:2]=1. (8) Given the reactants C[O:2][C:3](=O)[CH2:4][CH2:5][CH2:6][CH2:7][CH:8]=[C:9]1[CH2:12][CH2:11][CH2:10]1.CC(C[AlH]CC(C)C)C, predict the reaction product. The product is: [C:9]1(=[CH:8][CH2:7][CH2:6][CH2:5][CH2:4][CH2:3][OH:2])[CH2:12][CH2:11][CH2:10]1. (9) Given the reactants [Br:1][C:2]1[CH:3]=[C:4]([C:13]2[N:17]([C:18]3[CH:19]=[N:20][CH:21]=[CH:22][CH:23]=3)[N:16]=[C:15]([C:24]([OH:26])=O)[CH:14]=2)[CH:5]=[C:6]([O:8][C:9]([F:12])([F:11])[F:10])[CH:7]=1.ClC1C=C(C2N(C3C=CC=CN=3)N=C(C(N3CC(=O)NC3)=O)C=2)C=C(F)C=1.[S:54]1[CH2:58][CH2:57][NH:56][CH2:55]1, predict the reaction product. The product is: [Br:1][C:2]1[CH:3]=[C:4]([C:13]2[N:17]([C:18]3[CH:19]=[N:20][CH:21]=[CH:22][CH:23]=3)[N:16]=[C:15]([C:24]([N:56]3[CH2:57][CH2:58][S:54][CH2:55]3)=[O:26])[CH:14]=2)[CH:5]=[C:6]([O:8][C:9]([F:11])([F:12])[F:10])[CH:7]=1. (10) Given the reactants [NH2:1][C:2]1[CH:10]=[CH:9][C:8]([O:11][C:12]([F:15])([F:14])[F:13])=[CH:7][C:3]=1[C:4]([OH:6])=[O:5].OS(O)(=O)=O.[CH3:21]O, predict the reaction product. The product is: [NH2:1][C:2]1[CH:10]=[CH:9][C:8]([O:11][C:12]([F:13])([F:14])[F:15])=[CH:7][C:3]=1[C:4]([O:6][CH3:21])=[O:5].